This data is from Forward reaction prediction with 1.9M reactions from USPTO patents (1976-2016). The task is: Predict the product of the given reaction. Given the reactants [C:1](O)(=O)[C:2]([CH3:4])=[CH2:3].C(=O)([O-])[O-].[Na+:11].[Na+].C(O[CH2:18][CH2:19][CH2:20][CH3:21])(=O)C=C.C(OC)(=O)[C:23]([CH3:25])=[CH2:24].[S:29]([O:33][O:33][S:29]([O-])(=[O:31])=[O:30])([O-])(=[O:31])=[O:30].[NH4+].[NH4+].[C:41](OO)(C)([CH3:43])[CH3:42].C(O)[C@@H](O)[C@H:49]1O[C:52](=O)[C:51](O)=[C:50]1O.[OH-].[NH4+].CN1SC=CC1=O.CN1SC(Cl)=CC1=O, predict the reaction product. The product is: [CH3:52][CH2:51][CH2:50][CH2:49][CH2:24][CH2:23][CH2:25][CH2:18][CH2:19][CH2:20][CH2:21][CH2:4][C:2]1[C:1]([S:29]([O-:33])(=[O:31])=[O:30])=[CH:43][CH:41]=[CH:42][CH:3]=1.[Na+:11].